This data is from Reaction yield outcomes from USPTO patents with 853,638 reactions. The task is: Predict the reaction yield, written as a fraction of the theoretical maximum amount of product (1.0 means a 100% yield; for example, 0.34 means a 34% yield). (1) The catalyst is C1(C)C=CC=CC=1.CO. The reactants are [CH3:1][C:2]1[C:3]([CH2:19][S:20][C:21]2[NH:25][C:24]3[CH:26]=[CH:27][CH:28]=[CH:29][C:23]=3[N:22]=2)=[N:4][CH:5]=[CH:6][C:7]=1[O:8][CH2:9][CH2:10][C:11]1([CH2:16][CH2:17][CH3:18])[O:15][CH2:14][CH2:13][O:12]1.ClC1C=CC=C(C(OO)=[O:38])C=1.C(=O)([O-])O.[Na+].C(OCC)(=O)C. The yield is 0.643. The product is [CH3:1][C:2]1[C:3]([CH2:19][S:20]([C:21]2[NH:22][C:23]3[CH:29]=[CH:28][CH:27]=[CH:26][C:24]=3[N:25]=2)=[O:38])=[N:4][CH:5]=[CH:6][C:7]=1[O:8][CH2:9][CH2:10][C:11]1([CH2:16][CH2:17][CH3:18])[O:12][CH2:13][CH2:14][O:15]1. (2) The yield is 0.170. The catalyst is C(O)(=O)C. The reactants are [ClH:1].[C:2]1([S:8]([C:11]2[CH:12]=[N:13][C:14]3[C:19]([CH:20]=2)=[CH:18][CH:17]=[CH:16][C:15]=3[N:21]2[CH2:26][CH2:25][NH:24][CH2:23][CH2:22]2)(=[O:10])=[O:9])[CH:7]=[CH:6][CH:5]=[CH:4][CH:3]=1.[Cl:27]N1C(=O)CCC1=O. The product is [ClH:27].[Cl:1][C:16]1[C:15]([N:21]2[CH2:26][CH2:25][NH:24][CH2:23][CH2:22]2)=[C:14]2[C:19]([CH:20]=[C:11]([S:8]([C:2]3[CH:3]=[CH:4][CH:5]=[CH:6][CH:7]=3)(=[O:10])=[O:9])[CH:12]=[N:13]2)=[CH:18][CH:17]=1. (3) The reactants are C([O-])(=O)C.[C:5]([C:9]1[CH:14]=[CH:13][C:12]([I+:15][C:16]2[CH:21]=[CH:20][C:19]([C:22]([CH3:25])([CH3:24])[CH3:23])=[CH:18][CH:17]=2)=[CH:11][CH:10]=1)([CH3:8])([CH3:7])[CH3:6].[C:26]1([CH3:37])[CH:31]=[CH:30][C:29]([S:32]([O:35]C)(=[O:34])=[O:33])=[CH:28][CH:27]=1. The catalyst is COC(C)(C)C. The product is [C:26]1([CH3:37])[CH:27]=[CH:28][C:29]([S:32]([O-:35])(=[O:33])=[O:34])=[CH:30][CH:31]=1.[C:22]([C:19]1[CH:20]=[CH:21][C:16]([I+:15][C:12]2[CH:11]=[CH:10][C:9]([C:5]([CH3:8])([CH3:7])[CH3:6])=[CH:14][CH:13]=2)=[CH:17][CH:18]=1)([CH3:25])([CH3:24])[CH3:23]. The yield is 0.910. (4) The reactants are [Cl:1][C:2]1[C:3]([N:8]2[CH2:13][CH2:12][N:11]([CH2:14][CH2:15][N:16]([CH3:26])[S:17]([C:20]3[CH:21]=[N:22][N:23]([CH3:25])[CH:24]=3)(=[O:19])=[O:18])[CH2:10][CH2:9]2)=[N:4][CH:5]=[CH:6][N:7]=1.COCCOC.[C:33]([CH2:35][C:36]1[CH:41]=[CH:40][C:39](B(O)O)=[CH:38][CH:37]=1)#[N:34].C(=O)([O-])[O-].[K+].[K+]. The catalyst is CC(N(C)C)=O.O.C(OCC)(=O)C.O.C1C=CC([P]([Pd]([P](C2C=CC=CC=2)(C2C=CC=CC=2)C2C=CC=CC=2)([P](C2C=CC=CC=2)(C2C=CC=CC=2)C2C=CC=CC=2)[P](C2C=CC=CC=2)(C2C=CC=CC=2)C2C=CC=CC=2)(C2C=CC=CC=2)C2C=CC=CC=2)=CC=1. The product is [ClH:1].[C:33]([CH2:35][C:36]1[CH:41]=[CH:40][C:39]([C:2]2[C:3]([N:8]3[CH2:13][CH2:12][N:11]([CH2:14][CH2:15][N:16]([CH3:26])[S:17]([C:20]4[CH:21]=[N:22][N:23]([CH3:25])[CH:24]=4)(=[O:19])=[O:18])[CH2:10][CH2:9]3)=[N:4][CH:5]=[CH:6][N:7]=2)=[CH:38][CH:37]=1)#[N:34]. The yield is 0.710. (5) The reactants are [Br:1][C:2]1[CH:7]=[CH:6][C:5]([CH:8]2[CH2:12][CH2:11][CH2:10][NH:9]2)=[CH:4][CH:3]=1.[CH3:13][C:14]1[NH:15][C:16]2[C:21]([C:22]=1[CH2:23][CH:24]=O)=[CH:20][CH:19]=[CH:18][CH:17]=2.C(N(CC)CC)C.C([BH3-])#N.[Na+].[OH-].[Na+]. The catalyst is ClCCl.[Ti](Cl)(Cl)(Cl)Cl. The product is [Br:1][C:2]1[CH:3]=[CH:4][C:5]([CH:8]2[CH2:12][CH2:11][CH2:10][N:9]2[CH2:24][CH2:23][C:22]2[C:21]3[C:16](=[CH:17][CH:18]=[CH:19][CH:20]=3)[NH:15][C:14]=2[CH3:13])=[CH:6][CH:7]=1. The yield is 0.990. (6) The reactants are C(OC([N:8]1[CH2:13][CH2:12][N:11]([CH:14]([C:21]2[CH:26]=[CH:25][C:24]([F:27])=[CH:23][C:22]=2[F:28])[CH2:15][NH:16][C:17]([O:19][CH3:20])=[O:18])[CH2:10][CH2:9]1)=O)(C)(C)C.C(O)(C(F)(F)F)=O. The catalyst is C(Cl)Cl. The product is [CH3:20][O:19][C:17](=[O:18])[NH:16][CH2:15][CH:14]([C:21]1[CH:26]=[CH:25][C:24]([F:27])=[CH:23][C:22]=1[F:28])[N:11]1[CH2:12][CH2:13][NH:8][CH2:9][CH2:10]1. The yield is 0.830.